Dataset: Full USPTO retrosynthesis dataset with 1.9M reactions from patents (1976-2016). Task: Predict the reactants needed to synthesize the given product. (1) The reactants are: [F:1][C:2]1[CH:7]=[CH:6][CH:5]=[CH:4][C:3]=1[C:8]1[N:13]=[CH:12][C:11]([CH2:14][CH2:15][CH2:16]O)=[CH:10][CH:9]=1.[BrH:18]. Given the product [Br:18][CH2:16][CH2:15][CH2:14][C:11]1[CH:10]=[CH:9][C:8]([C:3]2[CH:4]=[CH:5][CH:6]=[CH:7][C:2]=2[F:1])=[N:13][CH:12]=1, predict the reactants needed to synthesize it. (2) Given the product [N:13]1[N:14]2[C:6]([C:7]([O:9][CH2:10][CH3:11])=[O:8])=[CH:5][CH:4]=[N:18][C:15]2=[CH:16][CH:17]=1, predict the reactants needed to synthesize it. The reactants are: C(O[CH:4]=[CH:5][C:6](=O)[C:7]([O:9][CH2:10][CH3:11])=[O:8])C.[NH:13]1[CH:17]=[CH:16][C:15]([NH2:18])=[N:14]1. (3) Given the product [F:39][C:2]([F:1])([F:38])[CH2:3][CH2:4][CH:5]([NH:22][C:23]1[CH:37]=[CH:36][C:26]([C:27]([NH:29][CH2:30][CH2:31][C:32]([OH:34])=[O:33])=[O:28])=[CH:25][N:24]=1)[C:6]1[CH:7]=[CH:8][C:9]([C:12]2[CH:13]=[CH:14][C:15]([C:18]([F:21])([F:20])[F:19])=[CH:16][CH:17]=2)=[CH:10][CH:11]=1, predict the reactants needed to synthesize it. The reactants are: [F:1][C:2]([F:39])([F:38])[CH2:3][CH2:4][CH:5]([NH:22][C:23]1[CH:37]=[CH:36][C:26]([C:27]([NH:29][CH2:30][CH2:31][C:32]([O:34]C)=[O:33])=[O:28])=[CH:25][N:24]=1)[C:6]1[CH:11]=[CH:10][C:9]([C:12]2[CH:17]=[CH:16][C:15]([C:18]([F:21])([F:20])[F:19])=[CH:14][CH:13]=2)=[CH:8][CH:7]=1.[OH-].[Na+]. (4) Given the product [F:1][C:2]1[CH:3]=[CH:4][C:5]([C:8]2[CH:13]=[CH:12][C:11]([C:14]([NH:16][CH2:17][CH2:18][O:19][C:20]3[CH:25]=[CH:24][C:23]([CH2:26][CH:27]([O:33][C:34]4[CH:35]=[CH:36][C:37]([CH:40]([CH3:42])[CH3:41])=[CH:38][CH:39]=4)[C:28]([OH:30])=[O:29])=[CH:22][CH:21]=3)=[O:15])=[CH:10][N:9]=2)=[CH:6][CH:7]=1, predict the reactants needed to synthesize it. The reactants are: [F:1][C:2]1[CH:7]=[CH:6][C:5]([C:8]2[CH:13]=[CH:12][C:11]([C:14]([NH:16][CH2:17][CH2:18][O:19][C:20]3[CH:25]=[CH:24][C:23]([CH2:26][CH:27]([O:33][C:34]4[CH:39]=[CH:38][C:37]([CH:40]([CH3:42])[CH3:41])=[CH:36][CH:35]=4)[C:28]([O:30]CC)=[O:29])=[CH:22][CH:21]=3)=[O:15])=[CH:10][N:9]=2)=[CH:4][CH:3]=1.[OH-].[Na+]. (5) Given the product [CH3:1][C:2]1[C:3]([C:15]([OH:17])=[O:16])=[C:4]2[CH:9]=[CH:8][CH:7]=[N:6][N:5]2[C:10]=1[CH:11]([N:13]([CH3:14])[C:24](=[O:25])[CH3:23])[CH3:12], predict the reactants needed to synthesize it. The reactants are: [CH3:1][C:2]1[C:3]([C:15]([O:17]CC)=[O:16])=[C:4]2[CH:9]=[CH:8][CH:7]=[N:6][N:5]2[C:10]=1[CH:11]([NH:13][CH3:14])[CH3:12].O.[OH-].[Li+].[CH3:23][C:24](OC(C)=O)=[O:25].Cl. (6) Given the product [CH:15]1([CH2:18][O:19][C:2]2[CH:10]=[CH:9][C:8]([S:11]([CH3:14])(=[O:13])=[O:12])=[CH:7][C:3]=2[C:4]([OH:6])=[O:5])[CH2:17][CH2:16]1, predict the reactants needed to synthesize it. The reactants are: Cl[C:2]1[CH:10]=[CH:9][C:8]([S:11]([CH3:14])(=[O:13])=[O:12])=[CH:7][C:3]=1[C:4]([OH:6])=[O:5].[CH:15]1([CH2:18][OH:19])[CH2:17][CH2:16]1.